From a dataset of Peptide-MHC class I binding affinity with 185,985 pairs from IEDB/IMGT. Regression. Given a peptide amino acid sequence and an MHC pseudo amino acid sequence, predict their binding affinity value. This is MHC class I binding data. The peptide sequence is AFHKDGAFF. The MHC is HLA-A24:02 with pseudo-sequence HLA-A24:02. The binding affinity (normalized) is 0.152.